Dataset: Forward reaction prediction with 1.9M reactions from USPTO patents (1976-2016). Task: Predict the product of the given reaction. (1) Given the reactants [OH:1][C:2]1[CH:10]=[CH:9][C:8]2[N:7]3[C@H:11]([CH3:16])[CH2:12][NH:13][C:14](=[O:15])[C:6]3=[CH:5][C:4]=2[CH:3]=1.[CH:17]([N:20]1[CH2:25][CH2:24][CH:23](O)[CH2:22][CH2:21]1)([CH3:19])[CH3:18].C(P(CCCC)CCCC)CCC.N(C(N1CCCCC1)=O)=NC(N1CCCCC1)=O, predict the reaction product. The product is: [CH:17]([N:20]1[CH2:25][CH2:24][CH:23]([O:1][C:2]2[CH:10]=[CH:9][C:8]3[N:7]4[C@H:11]([CH3:16])[CH2:12][NH:13][C:14](=[O:15])[C:6]4=[CH:5][C:4]=3[CH:3]=2)[CH2:22][CH2:21]1)([CH3:19])[CH3:18]. (2) Given the reactants CN(C=O)C.[F:6][C:7]([F:18])([F:17])[CH2:8][O:9][C:10]1[CH:15]=[CH:14][C:13]([OH:16])=[CH:12][CH:11]=1.[CH2:19](Br)[CH:20]=[CH2:21].C(=O)([O-])[O-].[Cs+].[Cs+], predict the reaction product. The product is: [F:6][C:7]([F:17])([F:18])[CH2:8][O:9][C:10]1[CH:11]=[CH:12][C:13]([O:16][CH2:21][CH:20]=[CH2:19])=[CH:14][CH:15]=1. (3) Given the reactants C([O:3][C:4]([C:6]1[C:16]2=[C:17]3[C:12](=[CH:13][CH:14]=[CH:15]2)[CH2:11][CH2:10][CH:9]([CH:18]2[CH2:22][CH2:21][CH2:20][CH2:19]2)[N:8]3[CH:7]=1)=[O:5])C.[OH-].[Na+].Cl, predict the reaction product. The product is: [CH:18]1([CH:9]2[CH2:10][CH2:11][C:12]3[C:17]4=[C:16]([C:6]([C:4]([OH:5])=[O:3])=[CH:7][N:8]24)[CH:15]=[CH:14][CH:13]=3)[CH2:19][CH2:20][CH2:21][CH2:22]1. (4) Given the reactants [H-].[Na+].[C:3](=[O:10])([O:7][CH2:8][CH3:9])OCC.[C:11]([C:14]1[S:15][CH:16]=[CH:17][CH:18]=1)(=[O:13])[CH3:12].O, predict the reaction product. The product is: [CH2:8]([O:7][C:3](=[O:10])[CH2:12][C:11]([C:14]1[S:15][CH:16]=[CH:17][CH:18]=1)=[O:13])[CH3:9]. (5) Given the reactants Cl.[NH2:2][C@@H:3]1[CH2:8][CH2:7][C@H:6]([NH:9][C:10]([C:12]2[C:16]3[N:17]=[CH:18][N:19]=[C:20]([C:21]4[CH:26]=[CH:25][C:24]([F:27])=[CH:23][C:22]=4[O:28][CH2:29][CH:30]4[CH2:32][CH2:31]4)[C:15]=3[NH:14][C:13]=2[CH3:33])=[O:11])[CH2:5][CH2:4]1.[C:34](Cl)(=[O:37])[CH2:35][CH3:36], predict the reaction product. The product is: [CH:30]1([CH2:29][O:28][C:22]2[CH:23]=[C:24]([F:27])[CH:25]=[CH:26][C:21]=2[C:20]2[C:15]3[NH:14][C:13]([CH3:33])=[C:12]([C:10]([NH:9][C@H:6]4[CH2:7][CH2:8][C@@H:3]([NH:2][C:34](=[O:37])[CH2:35][CH3:36])[CH2:4][CH2:5]4)=[O:11])[C:16]=3[N:17]=[CH:18][N:19]=2)[CH2:31][CH2:32]1.